From a dataset of Forward reaction prediction with 1.9M reactions from USPTO patents (1976-2016). Predict the product of the given reaction. The product is: [Si:20]([O:15][CH2:14][C:10]1[CH:9]=[C:8]([CH:13]=[CH:12][CH:11]=1)[O:7][C:4]1[S:3][C:2]([NH2:1])=[N:6][CH:5]=1)([C:16]([CH3:19])([CH3:18])[CH3:17])([CH3:23])[CH3:22]. Given the reactants [NH2:1][C:2]1[S:3][C:4]([O:7][C:8]2[CH:9]=[C:10]([CH2:14][OH:15])[CH:11]=[CH:12][CH:13]=2)=[CH:5][N:6]=1.[C:16]([Si:20]([CH3:23])([CH3:22])Cl)([CH3:19])([CH3:18])[CH3:17].N1C=CN=C1.O, predict the reaction product.